This data is from NCI-60 drug combinations with 297,098 pairs across 59 cell lines. The task is: Regression. Given two drug SMILES strings and cell line genomic features, predict the synergy score measuring deviation from expected non-interaction effect. (1) Drug 1: C(CC(=O)O)C(=O)CN.Cl. Drug 2: COCCOC1=C(C=C2C(=C1)C(=NC=N2)NC3=CC=CC(=C3)C#C)OCCOC.Cl. Cell line: CCRF-CEM. Synergy scores: CSS=5.38, Synergy_ZIP=-2.66, Synergy_Bliss=0.601, Synergy_Loewe=-3.05, Synergy_HSA=-2.86. (2) Drug 1: C1=CC(=C(C=C1I)F)NC2=C(C=CC(=C2F)F)C(=O)NOCC(CO)O. Drug 2: CCC1(C2=C(COC1=O)C(=O)N3CC4=CC5=C(C=CC(=C5CN(C)C)O)N=C4C3=C2)O. Cell line: UACC62. Synergy scores: CSS=70.9, Synergy_ZIP=-4.48, Synergy_Bliss=-4.98, Synergy_Loewe=4.86, Synergy_HSA=7.34. (3) Drug 1: C1=NC2=C(N1)C(=S)N=C(N2)N. Drug 2: C1=CN(C(=O)N=C1N)C2C(C(C(O2)CO)O)O.Cl. Cell line: SK-MEL-5. Synergy scores: CSS=37.1, Synergy_ZIP=-5.43, Synergy_Bliss=-1.63, Synergy_Loewe=-3.32, Synergy_HSA=-1.99. (4) Drug 1: C1CCC(CC1)NC(=O)N(CCCl)N=O. Drug 2: C1CC(=O)NC(=O)C1N2C(=O)C3=CC=CC=C3C2=O. Cell line: HCT116. Synergy scores: CSS=36.9, Synergy_ZIP=9.48, Synergy_Bliss=11.4, Synergy_Loewe=2.64, Synergy_HSA=11.8. (5) Drug 1: COC1=CC(=CC(=C1O)OC)C2C3C(COC3=O)C(C4=CC5=C(C=C24)OCO5)OC6C(C(C7C(O6)COC(O7)C8=CC=CS8)O)O. Drug 2: C1CN(CCN1C(=O)CCBr)C(=O)CCBr. Cell line: PC-3. Synergy scores: CSS=24.1, Synergy_ZIP=-9.23, Synergy_Bliss=0.888, Synergy_Loewe=-18.2, Synergy_HSA=4.14.